Task: Predict the product of the given reaction.. Dataset: Forward reaction prediction with 1.9M reactions from USPTO patents (1976-2016) (1) Given the reactants [NH2:1][C:2]1[CH:3]=[C:4]2[C:8](=[CH:9][CH:10]=1)[CH2:7][CH:6]([CH2:11][N:12]1[CH2:17][CH2:16][CH:15]([N:18]3[C:22]4[CH:23]=[CH:24][C:25]([CH3:27])=[CH:26][C:21]=4[N:20]=[C:19]3[CH3:28])[CH:14]([CH2:29][OH:30])[CH2:13]1)[CH2:5]2.C(N(C(C)C)CC)(C)C.[CH:40]1([C:43](Cl)=[O:44])[CH2:42][CH2:41]1, predict the reaction product. The product is: [CH3:28][C:19]1[N:18]([CH:15]2[CH2:16][CH2:17][N:12]([CH2:11][C@H:6]3[CH2:5][C:4]4[C:8](=[CH:9][CH:10]=[C:2]([NH:1][C:43](=[O:44])[CH:40]([CH3:42])[CH3:41])[CH:3]=4)[CH2:7]3)[CH2:13][CH:14]2[CH2:29][OH:30])[C:22]2[CH:23]=[CH:24][C:25]([CH3:27])=[CH:26][C:21]=2[N:20]=1. (2) Given the reactants [CH:1]([O:4][C:5]([C:7]1[C:12]([C:13](O)=O)=[CH:11][C:10]([Br:16])=[CH:9][N:8]=1)=[O:6])([CH3:3])[CH3:2].CS(Cl)(=O)=O.[N:22]1C=CC=CC=1, predict the reaction product. The product is: [CH:1]([O:4][C:5]([C:7]1[C:12]([C:13]#[N:22])=[CH:11][C:10]([Br:16])=[CH:9][N:8]=1)=[O:6])([CH3:3])[CH3:2].